Dataset: Catalyst prediction with 721,799 reactions and 888 catalyst types from USPTO. Task: Predict which catalyst facilitates the given reaction. Reactant: [CH2:1]([O:3][C:4](=[O:14])[C:5]1[CH:10]=[CH:9][C:8]([O:11][CH3:12])=[C:7]([OH:13])[CH:6]=1)[CH3:2].Br[CH2:16][CH2:17][CH2:18][C:19]([F:22])([F:21])[F:20].C([O-])([O-])=O.[K+].[K+]. Product: [CH2:1]([O:3][C:4](=[O:14])[C:5]1[CH:10]=[CH:9][C:8]([O:11][CH3:12])=[C:7]([O:13][CH2:16][CH2:17][CH2:18][C:19]([F:22])([F:21])[F:20])[CH:6]=1)[CH3:2]. The catalyst class is: 23.